Task: Predict the reactants needed to synthesize the given product.. Dataset: Full USPTO retrosynthesis dataset with 1.9M reactions from patents (1976-2016) Given the product [Cl:1][CH2:2][C:3]([N:5]1[CH2:6][CH2:7][CH:8]([N:11]2[C:15](=[O:16])[C:14]([CH3:18])([CH2:17][CH2:32][CH3:37])[C:13]([C:19]3[CH:24]=[CH:23][C:22]([O:25][CH3:26])=[C:21]([O:27][CH3:28])[CH:20]=3)=[N:12]2)[CH2:9][CH2:10]1)=[O:4], predict the reactants needed to synthesize it. The reactants are: [Cl:1][CH2:2][C:3]([N:5]1[CH2:10][CH2:9][CH:8]([N:11]2[C:15](=[O:16])[C:14]([CH3:18])([CH3:17])[C:13]([C:19]3[CH:24]=[CH:23][C:22]([O:25][CH3:26])=[C:21]([O:27][CH3:28])[CH:20]=3)=[N:12]2)[CH2:7][CH2:6]1)=[O:4].Cl.CO[C:32]1C=C(C2C(C)(CCC)C(=O)N(C3CCNCC3)N=2)C=C[C:37]=1OC.ClCC(OC(=O)CCl)=O.